The task is: Predict which catalyst facilitates the given reaction.. This data is from Catalyst prediction with 721,799 reactions and 888 catalyst types from USPTO. Reactant: [S:1]1[CH:5]=[CH:4][N:3]=[C:2]1[CH:6]=[N:7][C:8]1[CH:13]=[CH:12][C:11]([NH:14][C:15]([C:17]2[C:18]([C:23]3[CH:28]=[CH:27][C:26]([C:29]([F:32])([F:31])[F:30])=[CH:25][CH:24]=3)=[CH:19][CH:20]=[CH:21][CH:22]=2)=[O:16])=[CH:10][CH:9]=1.[BH4-].[Na+]. Product: [S:1]1[CH:5]=[CH:4][N:3]=[C:2]1[CH2:6][NH:7][C:8]1[CH:13]=[CH:12][C:11]([NH:14][C:15]([C:17]2[C:18]([C:23]3[CH:24]=[CH:25][C:26]([C:29]([F:30])([F:31])[F:32])=[CH:27][CH:28]=3)=[CH:19][CH:20]=[CH:21][CH:22]=2)=[O:16])=[CH:10][CH:9]=1. The catalyst class is: 5.